Dataset: Forward reaction prediction with 1.9M reactions from USPTO patents (1976-2016). Task: Predict the product of the given reaction. Given the reactants Br[C:2]1[N:6]([CH3:7])[CH:5]=[N:4][CH:3]=1.C([Mg]Cl)(C)C.[Cl-].[Li+].CON(C)[C:18](=[O:29])[C:19]1[CH:24]=[CH:23][C:22]([C:25]([F:28])([F:27])[F:26])=[N:21][CH:20]=1, predict the reaction product. The product is: [CH3:7][N:6]1[C:2]([C:18]([C:19]2[CH:20]=[N:21][C:22]([C:25]([F:28])([F:26])[F:27])=[CH:23][CH:24]=2)=[O:29])=[CH:3][N:4]=[CH:5]1.